Predict the reactants needed to synthesize the given product. From a dataset of Full USPTO retrosynthesis dataset with 1.9M reactions from patents (1976-2016). Given the product [CH3:24][S:25]([O:15][CH2:14][C@@H:12]1[O:11][C:10](=[O:16])[N:9]([C:4]2[CH:5]=[CH:6][C:7]([I:8])=[C:2]([F:1])[CH:3]=2)[CH2:13]1)(=[O:27])=[O:26], predict the reactants needed to synthesize it. The reactants are: [F:1][C:2]1[CH:3]=[C:4]([N:9]2[CH2:13][C@H:12]([CH2:14][OH:15])[O:11][C:10]2=[O:16])[CH:5]=[CH:6][C:7]=1[I:8].C(N(CC)CC)C.[CH3:24][S:25](Cl)(=[O:27])=[O:26].